The task is: Predict which catalyst facilitates the given reaction.. This data is from Catalyst prediction with 721,799 reactions and 888 catalyst types from USPTO. (1) Reactant: [OH:1][CH2:2][CH:3]1[CH2:8][CH2:7][N:6]([C:9]([O:11][C:12]([CH3:15])([CH3:14])[CH3:13])=[O:10])[CH2:5][CH2:4]1.[C:16]1(O)[CH:21]=[CH:20][CH:19]=[CH:18][CH:17]=1.C1(P(C2C=CC=CC=2)C2C=CC=CC=2)C=CC=CC=1.C(OC(N=NC(OC(C)(C)C)=O)=O)(C)(C)C. Product: [O:1]([CH2:2][CH:3]1[CH2:8][CH2:7][N:6]([C:9]([O:11][C:12]([CH3:15])([CH3:14])[CH3:13])=[O:10])[CH2:5][CH2:4]1)[C:16]1[CH:21]=[CH:20][CH:19]=[CH:18][CH:17]=1. The catalyst class is: 1. (2) Reactant: Br[C:2]1[CH:11]=[CH:10][C:9]([Cl:12])=[CH:8][C:3]=1[C:4]([O:6][CH3:7])=[O:5].[Cu](C#N)[C:14]#[N:15].C1(C)C=CC=CC=1.[NH4+].[Cl-]. Product: [CH3:7][O:6][C:4](=[O:5])[C:3]1[CH:8]=[C:9]([Cl:12])[CH:10]=[CH:11][C:2]=1[C:14]#[N:15]. The catalyst class is: 3. (3) Reactant: [F:1][C:2]1[C:7]([CH2:8][OH:9])=[CH:6][CH:5]=[CH:4][C:3]=1[NH:10][S:11]([C:14]1[CH:19]=[CH:18][C:17]([C:20]([F:23])([F:22])[F:21])=[CH:16][CH:15]=1)(=[O:13])=[O:12].CC(OI1(OC(C)=O)(OC(C)=O)OC(=O)C2C1=CC=CC=2)=O.C(=O)(O)[O-].[Na+].S([O-])([O-])(=O)=S.[Na+].[Na+]. Product: [F:1][C:2]1[C:7]([CH:8]=[O:9])=[CH:6][CH:5]=[CH:4][C:3]=1[NH:10][S:11]([C:14]1[CH:19]=[CH:18][C:17]([C:20]([F:23])([F:21])[F:22])=[CH:16][CH:15]=1)(=[O:13])=[O:12]. The catalyst class is: 7. (4) Reactant: FC(F)(F)S([CH:6](S(C(F)(F)F)(=O)=O)[CH2:7][CH:8]([S:16]([C:19]([F:22])([F:21])[F:20])(=[O:18])=[O:17])[S:9]([C:12]([F:15])([F:14])[F:13])(=[O:11])=[O:10])(=O)=O.[C:32]1([OH:40])[C:33](C)=[CH:34][CH:35]=[CH:36][C:37]=1[CH3:38]. Product: [F:13][C:12]([F:15])([F:14])[S:9]([CH:8]([S:16]([C:19]([F:21])([F:20])[F:22])(=[O:17])=[O:18])[CH2:7][C:6]1[C:33]([CH3:34])=[C:32]([OH:40])[C:37]([CH3:38])=[CH:36][CH:35]=1)(=[O:10])=[O:11]. The catalyst class is: 10. (5) Reactant: [Cl:1][C:2]1[CH:3]=[C:4]([NH:17][C:18]2[C:27]3[C:22](=[CH:23][CH:24]=[C:25]([C:28](=O)[C:29]#[C:30][CH3:31])[CH:26]=3)[N:21]=[CH:20][N:19]=2)[CH:5]=[CH:6][C:7]=1[O:8][CH2:9][C:10]1[CH:15]=[CH:14][CH:13]=[C:12]([F:16])[CH:11]=1.C([O:36][CH2:37][CH2:38][O:39][NH2:40])(=O)C.CS(O)(=O)=O.C(=O)(O)[O-].[Na+]. Product: [Cl:1][C:2]1[CH:3]=[C:4]([NH:17][C:18]2[C:27]3[C:22](=[CH:23][CH:24]=[C:25]([C:28](=[N:40][O:39][CH2:38][CH2:37][OH:36])[C:29]#[C:30][CH3:31])[CH:26]=3)[N:21]=[CH:20][N:19]=2)[CH:5]=[CH:6][C:7]=1[O:8][CH2:9][C:10]1[CH:15]=[CH:14][CH:13]=[C:12]([F:16])[CH:11]=1. The catalyst class is: 12. (6) Reactant: CC(C)=O.[CH2:5]([O:7][C:8](=[O:34])[C@@H:9]1[CH2:13][C@@H:12]([OH:14])[CH2:11][N:10]1[C:15]([C:28]1[CH:33]=[CH:32][CH:31]=[CH:30][CH:29]=1)([C:22]1[CH:27]=[CH:26][CH:25]=[CH:24][CH:23]=1)[C:16]1[CH:21]=[CH:20][CH:19]=[CH:18][CH:17]=1)[CH3:6].C(N(CC)CC)C.O. Product: [CH2:5]([O:7][C:8](=[O:34])[C@@H:9]1[CH2:13][C:12](=[O:14])[CH2:11][N:10]1[C:15]([C:28]1[CH:33]=[CH:32][CH:31]=[CH:30][CH:29]=1)([C:16]1[CH:17]=[CH:18][CH:19]=[CH:20][CH:21]=1)[C:22]1[CH:27]=[CH:26][CH:25]=[CH:24][CH:23]=1)[CH3:6]. The catalyst class is: 2.